Dataset: Forward reaction prediction with 1.9M reactions from USPTO patents (1976-2016). Task: Predict the product of the given reaction. The product is: [CH3:42][O:41][C:31]1[N:30]=[C:29]([O:28][CH:23]2[CH2:22][CH:21]3[N:25]([C:26](=[O:27])[NH:8][CH2:9][CH2:10][CH2:11][CH2:12][CH2:13][CH:14]=[CH:15][CH:16]4[C:18]([C:44]([NH:46][S:47]([C:50]5([CH3:53])[CH2:52][CH2:51]5)(=[O:48])=[O:49])=[O:45])([NH:19][C:20]3=[O:43])[CH2:17]4)[CH2:24]2)[CH:34]=[C:33]([C:35]2[CH:36]=[CH:37][CH:38]=[CH:39][CH:40]=2)[N:32]=1. Given the reactants COC1C=CC(C[N:8]2[C:26](=[O:27])[N:25]3[CH:21]([CH2:22][CH:23]([O:28][C:29]4[CH:34]=[C:33]([C:35]5[CH:40]=[CH:39][CH:38]=[CH:37][CH:36]=5)[N:32]=[C:31]([O:41][CH3:42])[N:30]=4)[CH2:24]3)[C:20](=[O:43])[NH:19][C:18]3([C:44]([NH:46][S:47]([C:50]4([CH3:53])[CH2:52][CH2:51]4)(=[O:49])=[O:48])=[O:45])[CH:16]([CH2:17]3)[CH:15]=[CH:14][CH2:13][CH2:12][CH2:11][CH2:10][CH2:9]2)=CC=1.C(Cl)Cl.C([O-])(O)=O.[Na+], predict the reaction product.